Dataset: Reaction yield outcomes from USPTO patents with 853,638 reactions. Task: Predict the reaction yield, written as a fraction of the theoretical maximum amount of product (1.0 means a 100% yield; for example, 0.34 means a 34% yield). (1) The reactants are [C:1]1([C@@H:7]([OH:11])[CH2:8][CH2:9][OH:10])[CH:6]=[CH:5][CH:4]=[CH:3][CH:2]=1.C(N(CC)CC)C.[CH3:19][C:20]1[CH:25]=[CH:24][C:23]([S:26](Cl)(=[O:28])=[O:27])=[CH:22][CH:21]=1. The yield is 0.570. The product is [CH3:19][C:20]1[CH:25]=[CH:24][C:23]([S:26]([O:10][CH2:9][CH2:8][C@H:7]([OH:11])[C:1]2[CH:6]=[CH:5][CH:4]=[CH:3][CH:2]=2)(=[O:28])=[O:27])=[CH:22][CH:21]=1. The catalyst is C(Cl)Cl. (2) The reactants are [C:1](Cl)(=[O:4])[O:2][CH3:3].[NH2:6][C@H:7]([CH2:25][OH:26])[CH2:8][C:9]1[CH:22]=[C:21]([I:23])[C:12]([O:13][C:14]2[CH:19]=[CH:18][C:17]([OH:20])=[CH:16][CH:15]=2)=[C:11]([I:24])[CH:10]=1.C(=O)(O)[O-].[Na+].O. The catalyst is C1COCC1. The product is [OH:26][CH2:25][C@@H:7]([NH:6][C:1](=[O:4])[O:2][CH3:3])[CH2:8][C:9]1[CH:22]=[C:21]([I:23])[C:12]([O:13][C:14]2[CH:19]=[CH:18][C:17]([OH:20])=[CH:16][CH:15]=2)=[C:11]([I:24])[CH:10]=1. The yield is 0.910. (3) The reactants are [CH3:1][C:2]([CH3:26])([CH3:25])[C@H:3]([N:11]1[CH2:15][CH2:14][N:13]([CH2:16][C:17]2[CH:22]=[CH:21][CH:20]=[C:19]([CH3:23])[N:18]=2)[C:12]1=[O:24])[C:4]([O:6]C(C)(C)C)=[O:5].FC(F)(F)C(O)=O. The catalyst is ClCCl. The product is [CH3:1][C:2]([CH3:26])([CH3:25])[C@H:3]([N:11]1[CH2:15][CH2:14][N:13]([CH2:16][C:17]2[CH:22]=[CH:21][CH:20]=[C:19]([CH3:23])[N:18]=2)[C:12]1=[O:24])[C:4]([OH:6])=[O:5]. The yield is 0.940.